This data is from Reaction yield outcomes from USPTO patents with 853,638 reactions. The task is: Predict the reaction yield, written as a fraction of the theoretical maximum amount of product (1.0 means a 100% yield; for example, 0.34 means a 34% yield). (1) The reactants are [NH2:1][C:2]1[N:7]=[C:6](Cl)[C:5]([C:9]#[N:10])=[C:4]([CH3:11])[N:3]=1.[NH2:12][C@H:13]([C:15]1[N:20]=[C:19]2[CH:21]=[CH:22][N:23]([CH3:24])[C:18]2=[CH:17][C:16]=1[N:25]1[CH2:31][CH2:30][CH2:29][N:28]([C:32]([O:34][C:35]([CH3:38])([CH3:37])[CH3:36])=[O:33])[CH2:27][CH2:26]1)[CH3:14].C(N(CC)CC)C. The catalyst is CS(C)=O. The product is [NH2:1][C:2]1[N:7]=[C:6]([NH:12][C@H:13]([C:15]2[N:20]=[C:19]3[CH:21]=[CH:22][N:23]([CH3:24])[C:18]3=[CH:17][C:16]=2[N:25]2[CH2:31][CH2:30][CH2:29][N:28]([C:32]([O:34][C:35]([CH3:36])([CH3:38])[CH3:37])=[O:33])[CH2:27][CH2:26]2)[CH3:14])[C:5]([C:9]#[N:10])=[C:4]([CH3:11])[N:3]=1. The yield is 0.690. (2) The reactants are [CH2:1]([O:3][C:4](=[O:34])[CH:5]([C:10]1[CH:11]=[C:12]([C:24]2[CH:29]=[CH:28][C:27]([C:30]([F:33])([F:32])[F:31])=[CH:26][CH:25]=2)[CH:13]=[C:14](OS(C(F)(F)F)(=O)=O)[CH:15]=1)[CH2:6][CH:7]([CH3:9])[CH3:8])[CH3:2].[N:35]1[CH:40]=[CH:39][CH:38]=[C:37](B(O)O)[CH:36]=1.C([O-])([O-])=O.[Na+].[Na+]. The catalyst is C(COC)OC.[Pd].C1(P(C2C=CC=CC=2)C2C=CC=CC=2)C=CC=CC=1.C1(P(C2C=CC=CC=2)C2C=CC=CC=2)C=CC=CC=1.C1(P(C2C=CC=CC=2)C2C=CC=CC=2)C=CC=CC=1.C1(P(C2C=CC=CC=2)C2C=CC=CC=2)C=CC=CC=1. The product is [CH2:1]([O:3][C:4](=[O:34])[CH:5]([C:10]1[CH:11]=[C:12]([C:24]2[CH:29]=[CH:28][C:27]([C:30]([F:31])([F:33])[F:32])=[CH:26][CH:25]=2)[CH:13]=[C:14]([C:37]2[CH:36]=[N:35][CH:40]=[CH:39][CH:38]=2)[CH:15]=1)[CH2:6][CH:7]([CH3:8])[CH3:9])[CH3:2]. The yield is 0.920. (3) The reactants are [NH2:1][C:2]1[C:3]([C:25]([O:27]C)=O)=[N:4][C:5]([C:9]2[CH:14]=[CH:13][CH:12]=[C:11]([C:15]#[C:16][C@:17]3([OH:24])[CH2:21][CH2:20][N:19]([CH3:22])[C:18]3=[O:23])[CH:10]=2)=[C:6]([F:8])[CH:7]=1.[NH3:29]. No catalyst specified. The product is [NH2:1][C:2]1[C:3]([C:25]([NH2:29])=[O:27])=[N:4][C:5]([C:9]2[CH:14]=[CH:13][CH:12]=[C:11]([C:15]#[C:16][C@:17]3([OH:24])[CH2:21][CH2:20][N:19]([CH3:22])[C:18]3=[O:23])[CH:10]=2)=[C:6]([F:8])[CH:7]=1. The yield is 0.540. (4) The catalyst is C(Cl)(Cl)Cl.CO. The product is [C:38]1([N:44]2[CH2:49][CH2:48][N:47]([C:31]([NH:23][CH2:22][CH2:21][CH2:20][CH2:19][N:16]3[CH2:15][CH2:14][N:13]([C:11]4[C:10]5[C:5](=[CH:6][CH:7]=[CH:8][CH:9]=5)[N:4]=[C:3]([C:2]([F:24])([F:1])[F:25])[CH:12]=4)[CH2:18][CH2:17]3)=[O:32])[CH2:46][CH2:45]2)[CH:43]=[CH:42][CH:41]=[CH:40][CH:39]=1. The yield is 0.220. The reactants are [F:1][C:2]([F:25])([F:24])[C:3]1[CH:12]=[C:11]([N:13]2[CH2:18][CH2:17][N:16]([CH2:19][CH2:20][CH2:21][CH2:22][NH2:23])[CH2:15][CH2:14]2)[C:10]2[C:5](=[CH:6][CH:7]=[CH:8][CH:9]=2)[N:4]=1.C1N=CN([C:31](N2C=NC=C2)=[O:32])C=1.[C:38]1([N:44]2[CH2:49][CH2:48][NH:47][CH2:46][CH2:45]2)[CH:43]=[CH:42][CH:41]=[CH:40][CH:39]=1. (5) The reactants are Br[C:2]1[CH:3]=[C:4]([C:8]2[N:12]=[C:11]([C:13]3[CH:18]=[CH:17][CH:16]=[CH:15][N:14]=3)[O:10][N:9]=2)[CH:5]=[N:6][CH:7]=1.B1([C:25]2[CH:30]=[CH:29][CH:28]=[N:27][CH:26]=2)OCCCO1.COCCOC.C(=O)([O-])[O-].[Na+].[Na+]. The catalyst is ClCCl.C1C=CC([P]([Pd]([P](C2C=CC=CC=2)(C2C=CC=CC=2)C2C=CC=CC=2)([P](C2C=CC=CC=2)(C2C=CC=CC=2)C2C=CC=CC=2)[P](C2C=CC=CC=2)(C2C=CC=CC=2)C2C=CC=CC=2)(C2C=CC=CC=2)C2C=CC=CC=2)=CC=1. The product is [N:14]1[CH:15]=[CH:16][CH:17]=[CH:18][C:13]=1[C:11]1[O:10][N:9]=[C:8]([C:4]2[CH:5]=[N:6][CH:7]=[C:2]([C:25]3[CH:26]=[N:27][CH:28]=[CH:29][CH:30]=3)[CH:3]=2)[N:12]=1. The yield is 0.432.